Dataset: Reaction yield outcomes from USPTO patents with 853,638 reactions. Task: Predict the reaction yield, written as a fraction of the theoretical maximum amount of product (1.0 means a 100% yield; for example, 0.34 means a 34% yield). The reactants are CC1(C)[O:7][C:6](=[O:8])[CH2:5][C:4](=O)O1.[Br:11][C:12]1[CH:19]=[CH:18][C:15](C=O)=[CH:14][CH:13]=1.Cl. The catalyst is C(O)(=O)C.O. The product is [Br:11][C:12]1[CH:19]=[CH:18][C:15]([CH2:4][CH2:5][C:6]([OH:7])=[O:8])=[CH:14][CH:13]=1. The yield is 0.670.